This data is from Reaction yield outcomes from USPTO patents with 853,638 reactions. The task is: Predict the reaction yield, written as a fraction of the theoretical maximum amount of product (1.0 means a 100% yield; for example, 0.34 means a 34% yield). (1) The reactants are N[C:2]1[CH:3]=[CH:4][C:5]([CH3:10])=[C:6]([CH:9]=1)[C:7]#[N:8].N([O-])=O.[Na+].[BrH:15]. The catalyst is O. The product is [Br:15][C:2]1[CH:3]=[CH:4][C:5]([CH3:10])=[C:6]([CH:9]=1)[C:7]#[N:8]. The yield is 0.770. (2) The reactants are FC1C=CC(C[N:7]2C(=O)N(C3SC(C(O)=O)=C(C)N=3)C=N2)=CC=1.[CH:24]1([CH2:27][N:28]2[CH2:32][CH2:31][N:30]([C:33]3[S:34][C:35]([C:39](O)=[O:40])=[C:36]([CH3:38])[N:37]=3)[C:29]2=[O:42])[CH2:26][CH2:25]1. No catalyst specified. The product is [CH:24]1([CH2:27][N:28]2[CH2:32][CH2:31][N:30]([C:33]3[S:34][C:35]([C:39]([NH2:7])=[O:40])=[C:36]([CH3:38])[N:37]=3)[C:29]2=[O:42])[CH2:26][CH2:25]1. The yield is 0.0500. (3) The reactants are [Cl:1][C:2]1[CH:7]=[CH:6][C:5]([Cl:8])=[CH:4][C:3]=1[C:9]1[C:13]([NH2:14])=[CH:12][N:11]([CH3:15])[N:10]=1.C(N(CC)CC)C.[Cl:23][C:24]1[CH:29]=[CH:28][N:27]2[N:30]=[CH:31][C:32]([C:33](Cl)=[O:34])=[C:26]2[N:25]=1. The catalyst is ClCCl. The product is [Cl:23][C:24]1[CH:29]=[CH:28][N:27]2[N:30]=[CH:31][C:32]([C:33]([NH:14][C:13]3[C:9]([C:3]4[CH:4]=[C:5]([Cl:8])[CH:6]=[CH:7][C:2]=4[Cl:1])=[N:10][N:11]([CH3:15])[CH:12]=3)=[O:34])=[C:26]2[N:25]=1. The yield is 0.520. (4) The reactants are [Br-].[Mg+2].[Br-].C(N(C(C)C)CC)(C)C.[CH3:13][CH:14]1[CH:23]2[C:18]([C:25]3[CH:30]=[CH:29][CH:28]=[CH:27][CH:26]=3)([C:19](=[O:24])[CH2:20][CH2:21][CH2:22]2)[CH2:17][CH2:16][C:15]21[O:34][CH2:33][CH2:32][O:31]2.[C:35](Cl)(=[O:42])[C:36]1[CH:41]=[CH:40][CH:39]=[CH:38][CH:37]=1. The catalyst is ClCCl. The product is [C:35]([CH:20]1[CH2:21][CH2:22][CH:23]2[C:18]([C:25]3[CH:30]=[CH:29][CH:28]=[CH:27][CH:26]=3)([CH2:17][CH2:16][C:15]3([O:31][CH2:32][CH2:33][O:34]3)[CH:14]2[CH3:13])[C:19]1=[O:24])(=[O:42])[C:36]1[CH:41]=[CH:40][CH:39]=[CH:38][CH:37]=1. The yield is 0.520. (5) The reactants are F[C:2]1[CH:7]=[CH:6][CH:5]=[CH:4][C:3]=1[N+:8]([O-:10])=[O:9].[NH2:11][CH2:12][CH2:13][CH2:14][N:15]1[CH2:20][CH2:19][N:18]([CH3:21])[CH2:17][CH2:16]1.C(=O)([O-])[O-].[K+].[K+]. The catalyst is O1CCCC1.O.C(OCC)(=O)C. The product is [CH3:21][N:18]1[CH2:19][CH2:20][N:15]([CH2:14][CH2:13][CH2:12][NH:11][C:2]2[CH:7]=[CH:6][CH:5]=[CH:4][C:3]=2[N+:8]([O-:10])=[O:9])[CH2:16][CH2:17]1. The yield is 0.760. (6) The reactants are [F:1][C:2]([F:32])([F:31])[C:3]1[C:12]([O:13][C@H:14]2[CH2:19][CH2:18][C@@H:17]([CH2:20][CH2:21][CH2:22][CH3:23])[CH2:16][CH2:15]2)=[CH:11][CH:10]=[C:9]2[C:4]=1[CH:5]=[CH:6][C:7]([C@:24]1([CH3:30])[CH2:28][O:27]C(=O)[NH:25]1)=[CH:8]2.[OH-].[Li+].C(O)C.O. No catalyst specified. The product is [NH2:25][C@@:24]([C:7]1[CH:6]=[CH:5][C:4]2[C:9](=[CH:10][CH:11]=[C:12]([O:13][C@H:14]3[CH2:15][CH2:16][C@@H:17]([CH2:20][CH2:21][CH2:22][CH3:23])[CH2:18][CH2:19]3)[C:3]=2[C:2]([F:31])([F:32])[F:1])[CH:8]=1)([CH3:30])[CH2:28][OH:27]. The yield is 0.990. (7) The reactants are [Br:1][C:2]1[CH:8]=[CH:7][C:5]([NH2:6])=[CH:4][CH:3]=1.C(N(CC)CC)C.[F:16][C:17]([F:28])([F:27])[C:18]1[CH:19]=[C:20]([CH:24]=[CH:25][CH:26]=1)[C:21](Cl)=[O:22].O. The catalyst is ClCCl. The product is [Br:1][C:2]1[CH:8]=[CH:7][C:5]([NH:6][C:21](=[O:22])[C:20]2[CH:24]=[CH:25][CH:26]=[C:18]([C:17]([F:16])([F:27])[F:28])[CH:19]=2)=[CH:4][CH:3]=1. The yield is 0.900.